From a dataset of Forward reaction prediction with 1.9M reactions from USPTO patents (1976-2016). Predict the product of the given reaction. (1) Given the reactants N[C:2]1[CH:10]=[CH:9][CH:8]=[C:7]2[C:3]=1[CH2:4][NH:5][C:6]2=[O:11], predict the reaction product. The product is: [C:6]1(=[O:11])[C:7]2[C:3](=[CH:2][CH:10]=[CH:9][CH:8]=2)[CH2:4][NH:5]1. (2) Given the reactants ClC1C(F)=C(C=C(C(F)(F)F)C=1)CN1CCC(COC2C(C3CC3)=CC(C(O)=O)=C(F)C=2)(F)CC1.[Br:36][C:37]1[CH:42]=[CH:41][C:40]([S:43]([N:46]2[CH2:51][CH2:50][CH:49]([CH2:52][O:53][C:54]3[C:62]([CH:63]4[CH2:65][CH2:64]4)=[CH:61][C:57]([C:58](O)=[O:59])=[C:56]([F:66])[CH:55]=3)[CH2:48][CH2:47]2)(=[O:45])=[O:44])=[CH:39][C:38]=1[F:67], predict the reaction product. The product is: [Br:36][C:37]1[CH:42]=[CH:41][C:40]([S:43]([N:46]2[CH2:51][CH2:50][CH:49]([CH2:52][O:53][C:54]3[C:62]([CH:63]4[CH2:65][CH2:64]4)=[CH:61][C:57]([C:58]([NH:46][S:43]([CH3:40])(=[O:45])=[O:44])=[O:59])=[C:56]([F:66])[CH:55]=3)[CH2:48][CH2:47]2)(=[O:45])=[O:44])=[CH:39][C:38]=1[F:67].